This data is from Forward reaction prediction with 1.9M reactions from USPTO patents (1976-2016). The task is: Predict the product of the given reaction. Given the reactants [F:1][C:2]1[CH:7]=[CH:6][C:5]([NH:8][C:9](=[O:17])[CH:10]([CH3:16])[C:11]([O:13]CC)=[O:12])=[CH:4][CH:3]=1.[OH-].[Na+], predict the reaction product. The product is: [F:1][C:2]1[CH:3]=[CH:4][C:5]([NH:8][C:9](=[O:17])[CH:10]([CH3:16])[C:11]([OH:13])=[O:12])=[CH:6][CH:7]=1.